From a dataset of Forward reaction prediction with 1.9M reactions from USPTO patents (1976-2016). Predict the product of the given reaction. (1) The product is: [Cl:23][C:11]1[N:7]([C:6]2[N:2]([CH3:1])[N:3]=[CH:4][CH:5]=2)[CH:8]=[C:9]([C:12]([O:14][CH3:15])=[O:13])[CH:10]=1.[Cl:23][C:5]1[CH:4]=[N:3][N:2]([CH3:1])[C:6]=1[N:7]1[CH:11]=[CH:10][C:9]([C:12]([O:14][CH3:15])=[O:13])=[CH:8]1.[Cl:23][C:8]1[N:7]([C:6]2[N:2]([CH3:1])[N:3]=[CH:4][CH:5]=2)[CH:11]=[CH:10][C:9]=1[C:12]([O:14][CH3:15])=[O:13]. Given the reactants [CH3:1][N:2]1[C:6]([N:7]2[CH:11]=[CH:10][C:9]([C:12]([O:14][CH3:15])=[O:13])=[CH:8]2)=[CH:5][CH:4]=[N:3]1.C1C(=O)N([Cl:23])C(=O)C1, predict the reaction product. (2) Given the reactants [CH:1]1[C:13]2[CH2:12][C:11]3[C:6](=[CH:7][CH:8]=[CH:9][CH:10]=3)[C:5]=2[CH:4]=[CH:3][CH:2]=1.C([Li])CCC.[Br:19][CH:20](Br)[CH3:21], predict the reaction product. The product is: [Br:19][CH2:20][CH2:21][C:1]1[C:13]2[CH2:12][C:11]3[C:6](=[CH:7][CH:8]=[CH:9][CH:10]=3)[C:5]=2[CH:4]=[CH:3][CH:2]=1. (3) The product is: [Cl:23][CH2:14][C:10]1[CH:11]=[N:12][O:13][C:9]=1[C:6]1[CH:7]=[CH:8][C:3]([S:2][CH3:1])=[CH:4][CH:5]=1. Given the reactants [CH3:1][S:2][C:3]1[CH:8]=[CH:7][C:6]([C:9]2[O:13][N:12]=[CH:11][C:10]=2[CH2:14]O)=[CH:5][CH:4]=1.O1CCCC1.S(Cl)([Cl:23])=O, predict the reaction product. (4) Given the reactants Cl[C:2]1[CH:27]=[CH:26][C:5]([C:6]([NH:8]C2C=CC(Cl)=C(NC(=O)C3C=CC=C(Cl)C=3)C=2)=[O:7])=[CH:4][N:3]=1.[CH2:28]([N:30]1[CH2:35][CH2:34][NH:33][CH2:32][CH2:31]1)[CH3:29], predict the reaction product. The product is: [CH2:28]([N:30]1[CH2:35][CH2:34][N:33]([C:2]2[CH:27]=[CH:26][C:5]([C:6]([NH2:8])=[O:7])=[CH:4][N:3]=2)[CH2:32][CH2:31]1)[CH3:29].